Dataset: Reaction yield outcomes from USPTO patents with 853,638 reactions. Task: Predict the reaction yield, written as a fraction of the theoretical maximum amount of product (1.0 means a 100% yield; for example, 0.34 means a 34% yield). The reactants are [CH2:1]([N:8]1[CH2:12][CH2:11][N:10]([C:13]2[S:14][C:15](C(O)=O)=[C:16]([CH3:18])[N:17]=2)[C:9]1=[O:22])[C:2]1[CH:7]=[CH:6][CH:5]=[CH:4][CH:3]=1.CC1N=C(N2CC[N:31]([CH2:34][C:35]3[CH:43]=[CH:42][C:38](C(O)=O)=[CH:37][CH:36]=3)[C:30]2=[O:44])SC=1.C(N)C1C=CC=CC=1. No catalyst specified. The yield is 0.600. The product is [CH2:34]([NH:31][C:30](=[O:44])[C:5]1[CH:4]=[CH:3][C:2]([CH2:1][N:8]2[CH2:12][CH2:11][N:10]([C:13]3[S:14][CH:15]=[C:16]([CH3:18])[N:17]=3)[C:9]2=[O:22])=[CH:7][CH:6]=1)[C:35]1[CH:43]=[CH:42][CH:38]=[CH:37][CH:36]=1.